From a dataset of Full USPTO retrosynthesis dataset with 1.9M reactions from patents (1976-2016). Predict the reactants needed to synthesize the given product. (1) Given the product [CH:29]1([CH2:32][N:26]2[CH2:27][CH2:28][N:23]([C:20]3[N:19]=[CH:18][C:17]([NH:16][C:14]([C:12]4[O:13][C:9]([NH:8][C:3]5[CH:4]=[CH:5][CH:6]=[CH:7][C:2]=5[F:1])=[N:10][N:11]=4)=[O:15])=[CH:22][CH:21]=3)[CH2:24][CH2:25]2)[CH2:31][CH2:30]1, predict the reactants needed to synthesize it. The reactants are: [F:1][C:2]1[CH:7]=[CH:6][CH:5]=[CH:4][C:3]=1[NH:8][C:9]1[O:13][C:12]([C:14]([NH:16][C:17]2[CH:18]=[N:19][C:20]([N:23]3[CH2:28][CH2:27][NH:26][CH2:25][CH2:24]3)=[CH:21][CH:22]=2)=[O:15])=[N:11][N:10]=1.[CH:29]1([CH2:32]Br)[CH2:31][CH2:30]1.C(N(CC)CC)C. (2) Given the product [OH:1][CH2:2][C:3]1[CH:8]=[C:7]([O:9][CH3:10])[CH:6]=[C:5]([N:11]2[N:12]=[C:13]3[CH:18]=[CH:17][C:16]([C:19]([F:22])([F:21])[F:20])=[CH:15][C:14]3=[N:23]2)[C:4]=1[OH:26], predict the reactants needed to synthesize it. The reactants are: [OH:1][CH2:2][C:3]1[CH:8]=[C:7]([O:9][CH3:10])[CH:6]=[C:5]([N:11]=[N:12][C:13]2[CH:18]=[CH:17][C:16]([C:19]([F:22])([F:21])[F:20])=[CH:15][C:14]=2[N+:23]([O-])=O)[C:4]=1[OH:26].[OH-].[Na+].C(S(O)=O)(N)=N. (3) Given the product [CH3:1][C:2]1[N:6]([CH2:7][C:8]([OH:10])=[O:9])[C:5]2[S:13][CH:14]=[CH:15][C:4]=2[C:3]=1[CH2:16][C:17]1[CH:22]=[CH:21][CH:20]=[CH:19][C:18]=1[S:23]([N:26]1[CH2:30][CH2:29][CH2:28][CH2:27]1)(=[O:24])=[O:25], predict the reactants needed to synthesize it. The reactants are: [CH3:1][C:2]1[N:6]([CH2:7][C:8]([O:10]CC)=[O:9])[C:5]2[S:13][CH:14]=[CH:15][C:4]=2[C:3]=1[CH2:16][C:17]1[CH:22]=[CH:21][CH:20]=[CH:19][C:18]=1[S:23]([N:26]1[CH2:30][CH2:29][CH2:28][CH2:27]1)(=[O:25])=[O:24].[OH-].[Li+]. (4) The reactants are: [C:1]([O:4][CH2:5][CH2:6][S:7]([O-:10])(=O)=[O:8])(=[O:3])[CH3:2].[Na+].S(Cl)([Cl:14])=O. Given the product [C:1]([O:4][CH2:5][CH2:6][S:7]([Cl:14])(=[O:10])=[O:8])(=[O:3])[CH3:2], predict the reactants needed to synthesize it. (5) The reactants are: [CH3:1][C:2]1[CH:6]=[CH:5][S:4][C:3]=1/[CH:7]=[CH:8]/[CH:9]1[CH2:14][CH2:13][NH:12][CH2:11][CH2:10]1.[CH3:15][O:16][C:17]1[C:18]([CH:23]=O)=[N:19][CH:20]=[CH:21][N:22]=1.C(O[BH-](OC(=O)C)OC(=O)C)(=O)C.[Na+].[OH-].[Na+]. Given the product [CH3:15][O:16][C:17]1[C:18]([CH2:23][N:12]2[CH2:13][CH2:14][CH:9](/[CH:8]=[CH:7]/[C:3]3[S:4][CH:5]=[CH:6][C:2]=3[CH3:1])[CH2:10][CH2:11]2)=[N:19][CH:20]=[CH:21][N:22]=1, predict the reactants needed to synthesize it.